Task: Binary Classification. Given a T-cell receptor sequence (or CDR3 region) and an epitope sequence, predict whether binding occurs between them.. Dataset: TCR-epitope binding with 47,182 pairs between 192 epitopes and 23,139 TCRs (1) The epitope is GILGFVFTL. The TCR CDR3 sequence is CASSTRAANEQFF. Result: 1 (the TCR binds to the epitope). (2) The epitope is YLNTLTLAV. The TCR CDR3 sequence is CASSLVSGSYEQFF. Result: 1 (the TCR binds to the epitope). (3) The epitope is TLVPQEHYV. The TCR CDR3 sequence is CASSYSSSDTTYEQYF. Result: 1 (the TCR binds to the epitope). (4) The epitope is NEGVKAAW. The TCR CDR3 sequence is CASSVATGTYEQYF. Result: 1 (the TCR binds to the epitope). (5) The TCR CDR3 sequence is CASSLGWAYGGELFF. Result: 1 (the TCR binds to the epitope). The epitope is VLWAHGFEL. (6) The epitope is ITEEVGHTDLMAAY. The TCR CDR3 sequence is CASSLGLNTEAFF. Result: 1 (the TCR binds to the epitope). (7) The epitope is NLWNTFTRL. Result: 0 (the TCR does not bind to the epitope). The TCR CDR3 sequence is CASSKVCGTSGADTQYF. (8) The epitope is VLAWLYAAV. The TCR CDR3 sequence is CASSQTDGTIFYEQYF. Result: 0 (the TCR does not bind to the epitope). (9) The epitope is NLWNTFTRL. The TCR CDR3 sequence is CASSLDFGGTEAFF. Result: 0 (the TCR does not bind to the epitope). (10) The epitope is FLYNLLTRV. The TCR CDR3 sequence is CSVEPGTSYNEQFF. Result: 0 (the TCR does not bind to the epitope).